From a dataset of Peptide-MHC class I binding affinity with 185,985 pairs from IEDB/IMGT. Regression. Given a peptide amino acid sequence and an MHC pseudo amino acid sequence, predict their binding affinity value. This is MHC class I binding data. (1) The peptide sequence is EVPAQYLTY. The MHC is HLA-A02:16 with pseudo-sequence HLA-A02:16. The binding affinity (normalized) is 0.0847. (2) The peptide sequence is YLLEMLWRL. The MHC is HLA-A29:02 with pseudo-sequence HLA-A29:02. The binding affinity (normalized) is 0.411. (3) The peptide sequence is IAHINTLIQY. The MHC is HLA-A68:01 with pseudo-sequence HLA-A68:01. The binding affinity (normalized) is 0.323. (4) The peptide sequence is RVYVAQKRK. The MHC is HLA-A68:02 with pseudo-sequence HLA-A68:02. The binding affinity (normalized) is 0.0847. (5) The peptide sequence is FSWTITDAV. The MHC is HLA-A02:02 with pseudo-sequence HLA-A02:02. The binding affinity (normalized) is 0.726. (6) The peptide sequence is FARERRLAL. The MHC is HLA-B53:01 with pseudo-sequence HLA-B53:01. The binding affinity (normalized) is 0.213. (7) The peptide sequence is MPNACSANN. The MHC is HLA-B07:02 with pseudo-sequence HLA-B07:02. The binding affinity (normalized) is 0.0980. (8) The peptide sequence is GHHTNFESF. The MHC is HLA-A26:01 with pseudo-sequence HLA-A26:01. The binding affinity (normalized) is 0. (9) The peptide sequence is STQWSLFFFV. The MHC is HLA-A02:01 with pseudo-sequence HLA-A02:01. The binding affinity (normalized) is 0.876.